From a dataset of Full USPTO retrosynthesis dataset with 1.9M reactions from patents (1976-2016). Predict the reactants needed to synthesize the given product. (1) Given the product [Br:1][C:2]1[CH:3]=[C:4]([N:8]2[C:16]3[C:11](=[CH:12][C:13]([CH:17]([OH:18])[CH3:24])=[CH:14][CH:15]=3)[C:10]([C:19]([O:21][CH3:22])=[O:20])=[N:9]2)[CH:5]=[CH:6][CH:7]=1, predict the reactants needed to synthesize it. The reactants are: [Br:1][C:2]1[CH:3]=[C:4]([N:8]2[C:16]3[C:11](=[CH:12][C:13]([CH:17]=[O:18])=[CH:14][CH:15]=3)[C:10]([C:19]([O:21][CH3:22])=[O:20])=[N:9]2)[CH:5]=[CH:6][CH:7]=1.O1CCC[CH2:24]1. (2) The reactants are: [CH3:1][N:2]1[CH2:7][CH2:6][N:5]([CH2:8][C:9]2[CH:10]=[C:11]([CH:13]=[CH:14][CH:15]=2)[NH2:12])[CH2:4][CH2:3]1.[Cl:16][C:17]1[CH:25]=[CH:24][C:23]([NH:26][C:27]([C:29]2[CH:34]=[CH:33][N:32]=[C:31]([N:35]3[CH2:40][CH2:39][O:38][CH2:37][CH2:36]3)[CH:30]=2)=[O:28])=[CH:22][C:18]=1[C:19](O)=[O:20]. Given the product [CH3:1][N:2]1[CH2:7][CH2:6][N:5]([CH2:8][C:9]2[CH:10]=[C:11]([NH:12][C:19](=[O:20])[C:18]3[CH:22]=[C:23]([NH:26][C:27]([C:29]4[CH:34]=[CH:33][N:32]=[C:31]([N:35]5[CH2:36][CH2:37][O:38][CH2:39][CH2:40]5)[CH:30]=4)=[O:28])[CH:24]=[CH:25][C:17]=3[Cl:16])[CH:13]=[CH:14][CH:15]=2)[CH2:4][CH2:3]1, predict the reactants needed to synthesize it. (3) Given the product [CH3:6][N:7]1[CH:11]=[C:10]([C:12]2[CH:13]=[C:14]([C:18]3([CH2:33][N:1]4[CH2:5][CH2:4][CH2:3][CH2:2]4)[CH2:23][CH2:22][N:21]([C:24]4[N:32]=[CH:31][N:30]=[C:29]5[C:25]=4[N:26]=[CH:27][NH:28]5)[CH2:20][CH2:19]3)[CH:15]=[CH:16][CH:17]=2)[CH:9]=[N:8]1, predict the reactants needed to synthesize it. The reactants are: [NH:1]1[CH2:5][CH2:4][CH2:3][CH2:2]1.[CH3:6][N:7]1[CH:11]=[C:10]([C:12]2[CH:13]=[C:14]([C:18]3([CH:33]=O)[CH2:23][CH2:22][N:21]([C:24]4[N:32]=[CH:31][N:30]=[C:29]5[C:25]=4[N:26]=[CH:27][NH:28]5)[CH2:20][CH2:19]3)[CH:15]=[CH:16][CH:17]=2)[CH:9]=[N:8]1.[BH4-].[Na+].C(O)(=O)C. (4) Given the product [CH3:30][S:27]([C:24]1[CH:25]=[CH:26][C:21]([N:15]2[CH2:14][CH2:13][C:12]([NH2:11])([CH3:18])[CH2:17][CH2:16]2)=[N:22][CH:23]=1)(=[O:29])=[O:28], predict the reactants needed to synthesize it. The reactants are: Cl.C(OC(=O)[NH:11][C:12]1([CH3:18])[CH2:17][CH2:16][NH:15][CH2:14][CH2:13]1)C1C=CC=CC=1.Br[C:21]1[CH:26]=[CH:25][C:24]([S:27]([CH3:30])(=[O:29])=[O:28])=[CH:23][N:22]=1.C(N(C(C)C)CC)(C)C. (5) The reactants are: [CH2:1]([C:8]1[CH:9]=[N:10][C:11]2[C:16]([C:17]=1[C:18]1[CH:19]=[C:20]([NH2:24])[CH:21]=[CH:22][CH:23]=1)=[CH:15][CH:14]=[CH:13][C:12]=2[C:25]([F:28])([F:27])[F:26])[C:2]1[CH:7]=[CH:6][CH:5]=[CH:4][CH:3]=1.[F:29][C:30]([F:41])([F:40])[O:31][C:32]1[CH:39]=[CH:38][C:35]([CH:36]=O)=[CH:34][CH:33]=1. Given the product [CH2:1]([C:8]1[CH:9]=[N:10][C:11]2[C:16]([C:17]=1[C:18]1[CH:19]=[C:20]([NH:24][CH2:36][C:35]3[CH:38]=[CH:39][C:32]([O:31][C:30]([F:29])([F:40])[F:41])=[CH:33][CH:34]=3)[CH:21]=[CH:22][CH:23]=1)=[CH:15][CH:14]=[CH:13][C:12]=2[C:25]([F:28])([F:26])[F:27])[C:2]1[CH:3]=[CH:4][CH:5]=[CH:6][CH:7]=1, predict the reactants needed to synthesize it. (6) Given the product [CH3:20][O:19][C:17](=[O:18])[CH2:16][CH2:15][N:11]1[CH2:12][CH2:13][N:8]([C:4]2[CH:5]=[CH:6][CH:7]=[C:2]([Cl:1])[CH:3]=2)[CH2:9][CH2:10]1, predict the reactants needed to synthesize it. The reactants are: [Cl:1][C:2]1[CH:3]=[C:4]([N:8]2[CH2:13][CH2:12][NH:11][CH2:10][CH2:9]2)[CH:5]=[CH:6][CH:7]=1.Cl[CH2:15][CH2:16][C:17]([O:19][CH3:20])=[O:18].C(=O)([O-])[O-].[Cs+].[Cs+].